This data is from Full USPTO retrosynthesis dataset with 1.9M reactions from patents (1976-2016). The task is: Predict the reactants needed to synthesize the given product. Given the product [NH2:8][C:5]1[C:4]2[C:13]([C:16]3[CH:21]=[CH:20][C:19]([NH:22][C:23]([C:25]4[N:26]([CH3:34])[C:27]5[C:32]([CH:33]=4)=[CH:31][CH:30]=[CH:29][CH:28]=5)=[O:24])=[C:18]([O:35][CH3:36])[CH:17]=3)=[CH:14][S:15][C:3]=2[C:2]([NH:1][C:49]([N:50]2[CH2:73][CH2:74][N:69]([CH2:68][CH2:67][OH:66])[CH2:70][CH2:71]2)=[O:51])=[CH:7][N:6]=1, predict the reactants needed to synthesize it. The reactants are: [NH2:1][C:2]1[C:3]2[S:15][CH:14]=[C:13]([C:16]3[CH:21]=[CH:20][C:19]([NH:22][C:23]([C:25]4[N:26]([CH3:34])[C:27]5[C:32]([CH:33]=4)=[CH:31][CH:30]=[CH:29][CH:28]=5)=[O:24])=[C:18]([O:35][CH3:36])[CH:17]=3)[C:4]=2[C:5](/[N:8]=C/N(C)C)=[N:6][CH:7]=1.ClC1C=CSC=1C(OC)=O.CS[C:49](=[O:51])[NH2:50].Cl.CNOC.C(N(CC)C(C)C)(C)C.[OH:66][CH2:67][CH2:68][N:69]1[CH2:74][CH2:73]N[CH2:71][CH2:70]1.